From a dataset of Reaction yield outcomes from USPTO patents with 853,638 reactions. Predict the reaction yield, written as a fraction of the theoretical maximum amount of product (1.0 means a 100% yield; for example, 0.34 means a 34% yield). (1) The reactants are CCN=C=NCCCN(C)C.C1C=CC2N(O)N=NC=2C=1.[Cl:22][C:23]1[C:24](=[O:44])[N:25]2[C:29](=[C:30]([C:41]([OH:43])=O)[C:31]=1[NH:32][C:33]1[CH:38]=[CH:37][C:36]([I:39])=[CH:35][C:34]=1[F:40])[CH2:28][CH2:27][CH2:26]2.Cl.[CH3:46][O:47][NH2:48]. The catalyst is CN(C=O)C. The product is [CH3:46][O:47][NH:48][C:41]([C:30]1[C:31]([NH:32][C:33]2[CH:38]=[CH:37][C:36]([I:39])=[CH:35][C:34]=2[F:40])=[C:23]([Cl:22])[C:24](=[O:44])[N:25]2[C:29]=1[CH2:28][CH2:27][CH2:26]2)=[O:43]. The yield is 0.480. (2) The catalyst is CO. The yield is 0.590. The product is [F:1][C:2]1[CH:7]=[CH:6][C:5]([C:8]2[C:9]([C:29](=[O:41])[CH:26]([CH3:27])[CH3:25])=[C:10]3[CH:15]=[CH:14][C:13]([C:16]([F:19])([F:18])[F:17])=[CH:12][N:11]3[N:20]=2)=[CH:4][CH:3]=1. The reactants are [F:1][C:2]1[CH:7]=[CH:6][C:5]([C:8](=[N:20]O)[CH2:9][C:10]2[CH:15]=[CH:14][C:13]([C:16]([F:19])([F:18])[F:17])=[CH:12][N:11]=2)=[CH:4][CH:3]=1.FC1C=[CH:27][C:26]([C:29](=[O:41])CC2C=CC(C(F)(F)F)=CN=2)=[CH:25]C=1.[OH-].[Na+].Cl.NO.C. (3) The reactants are [OH:1][B:2]1[C:6]2[CH:7]=[CH:8][C:9](/[CH:11]=[N:12]/[OH:13])=[CH:10][C:5]=2[C:4]([CH3:15])([CH3:14])[O:3]1.C1C(=O)N(Cl)C(=O)C1.[Cl:24][C:25]1[CH:30]=[C:29]([C:31]([C:33]([F:36])([F:35])[F:34])=[CH2:32])[CH:28]=[C:27]([Cl:37])[C:26]=1[CH3:38].CCN(CC)CC. The catalyst is CN(C=O)C. The product is [Cl:24][C:25]1[CH:30]=[C:29]([C:31]2([C:33]([F:36])([F:34])[F:35])[O:13][N:12]=[C:11]([C:9]3[CH:8]=[CH:7][C:6]4[B:2]([OH:1])[O:3][C:4]([CH3:15])([CH3:14])[C:5]=4[CH:10]=3)[CH2:32]2)[CH:28]=[C:27]([Cl:37])[C:26]=1[CH3:38]. The yield is 0.218. (4) The reactants are [N+:1]([C:4]1[CH:5]=[N:6][N:7]([CH2:9][O:10][CH2:11][CH2:12][Si:13]([CH3:16])([CH3:15])[CH3:14])[CH:8]=1)([O-:3])=[O:2].C[Si](C)(C)[N-][Si](C)(C)C.[Li+].[I:27]I. The catalyst is C1COCC1. The product is [I:27][C:8]1[N:7]([CH2:9][O:10][CH2:11][CH2:12][Si:13]([CH3:16])([CH3:15])[CH3:14])[N:6]=[CH:5][C:4]=1[N+:1]([O-:3])=[O:2]. The yield is 0.970. (5) The reactants are C([O:3][C:4]([C:6]1[CH:7]=[C:8]2[C:13](=[CH:14][CH:15]=1)[C:12]([Br:16])=[N:11][N:10]([CH:17]([CH3:19])[CH3:18])[C:9]2=[O:20])=O)C.[Li+].[BH4-].[NH4+].[Cl-]. The catalyst is O1CCCC1. The product is [Br:16][C:12]1[C:13]2[C:8](=[CH:7][C:6]([CH2:4][OH:3])=[CH:15][CH:14]=2)[C:9](=[O:20])[N:10]([CH:17]([CH3:19])[CH3:18])[N:11]=1. The yield is 0.430. (6) The reactants are [S:1]1[C:5]2[CH:6]=[CH:7][C:8]([NH:10][C:11]3[C:20]4[C:15](=[CH:16][C:17]([OH:28])=[C:18]([S:21]([C:24]([CH3:27])([CH3:26])[CH3:25])(=[O:23])=[O:22])[CH:19]=4)[N:14]=[CH:13][N:12]=3)=[CH:9][C:4]=2[N:3]=[CH:2]1.C1N2CCN(CC2)C1.[C:37]([O:41][CH3:42])(=[O:40])[C:38]#[CH:39]. The catalyst is C1COCC1. The product is [S:1]1[C:5]2[CH:6]=[CH:7][C:8]([NH:10][C:11]3[C:20]4[C:15](=[CH:16][C:17]([O:28]/[CH:39]=[CH:38]/[C:37]([O:41][CH3:42])=[O:40])=[C:18]([S:21]([C:24]([CH3:25])([CH3:27])[CH3:26])(=[O:22])=[O:23])[CH:19]=4)[N:14]=[CH:13][N:12]=3)=[CH:9][C:4]=2[N:3]=[CH:2]1. The yield is 0.480. (7) The reactants are Br[C:2]1[CH:3]=[C:4]([CH:7]=[CH:8][CH:9]=1)[C:5]#[N:6].[OH:10][C:11]1[CH:12]=[N:13][CH:14]=[CH:15][CH:16]=1.C([O-])([O-])=O.[K+].[K+].N1C=CC=CC=1. The catalyst is [O-2].[Cu+2].C(Cl)Cl. The product is [N:13]1[CH:14]=[CH:15][CH:16]=[C:11]([O:10][C:2]2[CH:3]=[C:4]([CH:7]=[CH:8][CH:9]=2)[C:5]#[N:6])[CH:12]=1. The yield is 0.730. (8) The reactants are C[O-].[Na+].C(=O)(O)O.[NH2:8][C:9]([NH2:11])=[NH:10].C([O:14][C:15](=O)[C:16]([O:20][C:21]1[CH:26]=[C:25]([CH3:27])[C:24]([O:28][CH3:29])=[CH:23][C:22]=1[CH:30]([CH3:32])[CH3:31])=[CH:17]OC)C. The catalyst is CS(C)=O. The product is [NH2:10][C:9]1[NH:11][C:15](=[O:14])[C:16]([O:20][C:21]2[CH:26]=[C:25]([CH3:27])[C:24]([O:28][CH3:29])=[CH:23][C:22]=2[CH:30]([CH3:32])[CH3:31])=[CH:17][N:8]=1. The yield is 0.220.